The task is: Predict the reactants needed to synthesize the given product.. This data is from Full USPTO retrosynthesis dataset with 1.9M reactions from patents (1976-2016). (1) Given the product [Cl:26][C:21]1[C:3]([O:4][C:5]2[N:9]([CH3:10])[C:8]3[C:11]([CH:16]([CH2:19][CH3:20])[CH2:17][CH3:18])=[CH:12][CH:13]=[C:14]([Cl:15])[C:7]=3[N:6]=2)=[C:2]([CH:24]=[C:23]([Cl:25])[CH:22]=1)[C:28]#[N:29], predict the reactants needed to synthesize it. The reactants are: Br[C:2]1[CH:24]=[C:23]([Cl:25])[CH:22]=[C:21]([Cl:26])[C:3]=1[O:4][C:5]1[N:9]([CH3:10])[C:8]2[C:11]([CH:16]([CH2:19][CH3:20])[CH2:17][CH3:18])=[CH:12][CH:13]=[C:14]([Cl:15])[C:7]=2[N:6]=1.[Cu][C:28]#[N:29]. (2) Given the product [OH:20][C@H:13]([C:14]1[CH:15]=[CH:16][CH:17]=[CH:18][CH:19]=1)[C@H:12]1[CH2:11][CH2:10][C@@H:9]([CH2:21][C:22]2[CH:30]=[CH:29][C:25]([C:26]([N:38]3[CH2:39][CH2:40][C:35]4([C:31](=[O:41])[O:32][CH2:33][CH2:34]4)[CH2:36][CH2:37]3)=[O:27])=[CH:24][CH:23]=2)[N:8]1[C:6]([O:5][C:1]([CH3:4])([CH3:3])[CH3:2])=[O:7], predict the reactants needed to synthesize it. The reactants are: [C:1]([O:5][C:6]([N:8]1[C@@H:12]([C@H:13]([OH:20])[C:14]2[CH:19]=[CH:18][CH:17]=[CH:16][CH:15]=2)[CH2:11][CH2:10][C@H:9]1[CH2:21][C:22]1[CH:30]=[CH:29][C:25]([C:26](O)=[O:27])=[CH:24][CH:23]=1)=[O:7])([CH3:4])([CH3:3])[CH3:2].[C:31]1(=[O:41])[C:35]2([CH2:40][CH2:39][NH:38][CH2:37][CH2:36]2)[CH2:34][CH2:33][O:32]1.CCN=C=NCCCN(C)C.Cl.C1C=CC2N(O)N=NC=2C=1.C(N(C(C)C)CC)(C)C. (3) Given the product [CH2:19]([O:6][C:5](=[O:7])[C:4]1[CH:8]=[CH:9][C:10]([O:12][CH3:13])=[N:11][C:3]=1[O:2][CH3:1])[CH3:20], predict the reactants needed to synthesize it. The reactants are: [CH3:1][O:2][C:3]1[N:11]=[C:10]([O:12][CH3:13])[CH:9]=[CH:8][C:4]=1[C:5]([OH:7])=[O:6].S(=O)(=O)(O)O.[CH2:19](O)[CH3:20]. (4) Given the product [NH2:1][C:2]1[N:7]=[CH:6][N:5]=[C:4]2[N:8]([CH:12]3[CH2:18][O:17][CH2:16][CH2:15][N:14]([C:19]([O:21][C:22]([CH3:25])([CH3:24])[CH3:23])=[O:20])[CH2:13]3)[N:9]=[C:10]([C:44]3[CH:45]=[CH:46][C:41]([O:40][C:37]4[CH:38]=[CH:39][CH:34]=[CH:35][CH:36]=4)=[CH:42][CH:43]=3)[C:3]=12, predict the reactants needed to synthesize it. The reactants are: [NH2:1][C:2]1[N:7]=[CH:6][N:5]=[C:4]2[N:8]([CH:12]3[CH2:18][O:17][CH2:16][CH2:15][N:14]([C:19]([O:21][C:22]([CH3:25])([CH3:24])[CH3:23])=[O:20])[CH2:13]3)[N:9]=[C:10](I)[C:3]=12.CC1(C)C(C)(C)OB([C:34]2[CH:39]=[CH:38][C:37]([O:40][C:41]3[CH:46]=[CH:45][CH:44]=[CH:43][CH:42]=3)=[CH:36][CH:35]=2)O1.C(=O)([O-])[O-].[Na+].[Na+].B([O-])[O-].